From a dataset of Reaction yield outcomes from USPTO patents with 853,638 reactions. Predict the reaction yield, written as a fraction of the theoretical maximum amount of product (1.0 means a 100% yield; for example, 0.34 means a 34% yield). (1) The reactants are [F:1][C:2]([F:24])([F:23])[C:3]1[C:11]2[CH2:10][CH2:9][CH2:8][CH2:7][C:6]=2[N:5]([CH2:12][C:13]2[CH:22]=[CH:21][CH:20]=[CH:19][C:14]=2[C:15]([O:17]C)=[O:16])[N:4]=1.[OH-].[Na+]. The catalyst is CO.C1COCC1. The product is [F:24][C:2]([F:1])([F:23])[C:3]1[C:11]2[CH2:10][CH2:9][CH2:8][CH2:7][C:6]=2[N:5]([CH2:12][C:13]2[CH:22]=[CH:21][CH:20]=[CH:19][C:14]=2[C:15]([OH:17])=[O:16])[N:4]=1. The yield is 0.720. (2) The reactants are O=[C:2]1[C:10]2[C:5](=[CH:6][C:7]([C:11]([NH:13][C:14]3[CH:19]=[CH:18][CH:17]=[CH:16][C:15]=3[NH:20][C:21](=[O:27])[O:22][C:23]([CH3:26])([CH3:25])[CH3:24])=[O:12])=[CH:8][CH:9]=2)[CH2:4][CH2:3]1.Cl.[NH2:29][OH:30].CCO.CC([O-])=O.[Na+]. The catalyst is O. The product is [C:23]([O:22][C:21](=[O:27])[NH:20][C:15]1[CH:16]=[CH:17][CH:18]=[CH:19][C:14]=1[NH:13][C:11]([C:7]1[CH:6]=[C:5]2[C:10](=[CH:9][CH:8]=1)/[C:2](=[N:29]\[OH:30])/[CH2:3][CH2:4]2)=[O:12])([CH3:24])([CH3:26])[CH3:25]. The yield is 0.990. (3) The reactants are [H-].[Na+].[N:3]1([CH2:8][CH2:9][CH2:10][CH2:11][C:12]2[CH:17]=[CH:16][C:15]([OH:18])=[CH:14][CH:13]=2)[CH:7]=[CH:6][N:5]=[N:4]1.Cl[CH2:20][C:21]1[C:22]([CH3:34])=[N:23][C:24]([C:27]2[CH:32]=[CH:31][C:30]([F:33])=[CH:29][CH:28]=2)=[CH:25][CH:26]=1.O. The catalyst is CN(C)C=O. The product is [F:33][C:30]1[CH:31]=[CH:32][C:27]([C:24]2[N:23]=[C:22]([CH3:34])[C:21]([CH2:20][O:18][C:15]3[CH:14]=[CH:13][C:12]([CH2:11][CH2:10][CH2:9][CH2:8][N:3]4[CH:7]=[CH:6][N:5]=[N:4]4)=[CH:17][CH:16]=3)=[CH:26][CH:25]=2)=[CH:28][CH:29]=1. The yield is 0.830. (4) The reactants are [CH:1]1[C:14]2[C:5]3=[C:6]4[C:11](=[CH:12][CH:13]=2)[CH:10]=[CH:9][CH:8]=[C:7]4[CH2:15][C:4]3=[CH:3][CH:2]=1.[H][H]. The catalyst is CCO.[Pd]. The product is [CH:10]1[C:11]2[CH2:12][CH2:13][C:14]3[CH:1]=[CH:2][CH:3]=[C:4]4[CH2:15][C:7]([C:6]=2[C:5]=34)=[CH:8][CH:9]=1. The yield is 0.850. (5) The product is [ClH:12].[NH2:1][C:2]1[N:7]=[C:6]([I:11])[CH:5]=[C:4]([NH:8][CH2:9][CH3:10])[N:3]=1. The reactants are [NH2:1][C:2]1[N:7]=[CH:6][CH:5]=[C:4]([NH:8][CH2:9][CH3:10])[N:3]=1.[I:11][Cl:12]. The catalyst is CO. The yield is 0.930.